Dataset: Full USPTO retrosynthesis dataset with 1.9M reactions from patents (1976-2016). Task: Predict the reactants needed to synthesize the given product. (1) The reactants are: Cl[N:2]1[CH:11]=[C:10]([Cl:12])[C:9]2[C:4](=[CH:5][C:6]([O:13][CH3:14])=[CH:7][CH:8]=2)[CH2:3]1.[CH:15]([O:18][C:19]1[CH:24]=[CH:23][C:22](B(O)O)=[CH:21][CH:20]=1)([CH3:17])[CH3:16].C([O-])([O-])=O.[K+].[K+]. Given the product [Cl:12][C:10]1[C:9]2[C:4](=[CH:5][C:6]([O:13][CH3:14])=[CH:7][CH:8]=2)[CH2:3][N:2]([C:22]2[CH:23]=[CH:24][C:19]([O:18][CH:15]([CH3:17])[CH3:16])=[CH:20][CH:21]=2)[CH:11]=1, predict the reactants needed to synthesize it. (2) Given the product [CH2:32]([O:20][C:19](=[O:21])[C:18]1[CH:22]=[CH:23][CH:24]=[C:16]([C:12]2[CH2:13][CH2:14][CH2:15][C:11]=2[C:9]2[CH:10]=[C:5]([S:2]([CH3:1])(=[O:3])=[O:4])[CH:6]=[CH:7][C:8]=2[O:25][CH2:11][C:9]2[CH:10]=[CH:5][CH:6]=[CH:7][CH:8]=2)[CH:17]=1)[C:33]1[CH:38]=[CH:37][CH:36]=[CH:35][CH:34]=1, predict the reactants needed to synthesize it. The reactants are: [CH3:1][S:2]([C:5]1[CH:6]=[CH:7][C:8]([OH:25])=[C:9]([C:11]2[CH2:15][CH2:14][CH2:13][C:12]=2[C:16]2[CH:17]=[C:18]([CH:22]=[CH:23][CH:24]=2)[C:19]([OH:21])=[O:20])[CH:10]=1)(=[O:4])=[O:3].C(=O)([O-])[O-].[K+].[K+].[CH2:32](Br)[C:33]1[CH:38]=[CH:37][CH:36]=[CH:35][CH:34]=1. (3) Given the product [Cl:1][C:2]1[CH:7]=[CH:6][CH:5]=[CH:4][C:3]=1[CH2:8][CH2:9][CH2:10][C:11]([OH:21])=[O:12], predict the reactants needed to synthesize it. The reactants are: [Cl:1][C:2]1[CH:7]=[CH:6][CH:5]=[CH:4][C:3]=1[CH2:8][CH2:9][CH2:10][CH:11]=[O:12].CC(=CC)C.O.O.P([O-])(O)(O)=[O:21].[Na+].Cl([O-])=O.[Na+].Cl. (4) Given the product [Br:1][C:2]1[CH:10]=[C:9]([Cl:11])[CH:8]=[C:7]([Cl:12])[C:3]=1[CH2:4][OH:5], predict the reactants needed to synthesize it. The reactants are: [Br:1][C:2]1[CH:10]=[C:9]([Cl:11])[CH:8]=[C:7]([Cl:12])[C:3]=1[C:4](O)=[O:5].[H-].[Al+3].[Li+].[H-].[H-].[H-].S(=O)(=O)(O)O.C(OCC)(=O)C. (5) Given the product [ClH:1].[ClH:28].[Cl:1][C:2]1[CH:7]=[C:6](/[CH:8]=[CH:9]/[C:10]([O:12][CH2:13][CH3:14])=[O:11])[CH:5]=[N:4][C:3]=1[NH:15][C@@H:16]1[CH2:20][CH2:19][NH:18][CH2:17]1, predict the reactants needed to synthesize it. The reactants are: [Cl:1][C:2]1[C:3]([NH:15][C@@H:16]2[CH2:20][CH2:19][N:18](C(OC(C)(C)C)=O)[CH2:17]2)=[N:4][CH:5]=[C:6](/[CH:8]=[CH:9]/[C:10]([O:12][CH2:13][CH3:14])=[O:11])[CH:7]=1.[ClH:28].